This data is from Full USPTO retrosynthesis dataset with 1.9M reactions from patents (1976-2016). The task is: Predict the reactants needed to synthesize the given product. Given the product [Br:9][C:10]1[CH:15]=[CH:14][C:13]([S:16]([NH:7][C@H:4]2[CH2:5][CH2:6][S:2](=[O:8])(=[O:1])[CH2:3]2)(=[O:18])=[O:17])=[CH:12][CH:11]=1, predict the reactants needed to synthesize it. The reactants are: [O:1]=[S:2]1(=[O:8])[CH2:6][CH2:5][C@H:4]([NH2:7])[CH2:3]1.[Br:9][C:10]1[CH:15]=[CH:14][C:13]([S:16](Cl)(=[O:18])=[O:17])=[CH:12][CH:11]=1.C(N(CC)CC)C.O.